From a dataset of Full USPTO retrosynthesis dataset with 1.9M reactions from patents (1976-2016). Predict the reactants needed to synthesize the given product. (1) Given the product [Cl:27][C:24]1[N:25]=[CH:26][C:21]([C:10]2[C:3]([CH2:1][CH3:2])=[C:4]([CH:7]=[CH:8][CH:9]=2)[CH:5]=[O:6])=[CH:22][N:23]=1, predict the reactants needed to synthesize it. The reactants are: [CH2:1]([C:3]1[C:10](B2OC(C)(C)C(C)(C)O2)=[CH:9][CH:8]=[CH:7][C:4]=1[CH:5]=[O:6])[CH3:2].Br[C:21]1[CH:22]=[N:23][C:24]([Cl:27])=[N:25][CH:26]=1.P([O-])([O-])([O-])=O.[K+].[K+].[K+]. (2) Given the product [CH3:1][C@@H:2]1[CH2:6][CH2:5][CH2:4][N:3]1[CH2:7][CH2:8][C:9]1[CH:14]=[CH:13][C:12]([C:15]2[CH:16]=[CH:17][C:18]([C:21]3([C:26]([NH:30][CH2:31][CH2:32][CH2:33][C:34]([O:36][C:37]([CH3:40])([CH3:39])[CH3:38])=[O:35])=[O:27])[CH2:25][CH2:24][CH2:23][CH2:22]3)=[CH:19][CH:20]=2)=[CH:11][CH:10]=1, predict the reactants needed to synthesize it. The reactants are: [CH3:1][C@@H:2]1[CH2:6][CH2:5][CH2:4][N:3]1[CH2:7][CH2:8][C:9]1[CH:14]=[CH:13][C:12]([C:15]2[CH:20]=[CH:19][C:18]([C:21]3([C:26](O)=[O:27])[CH2:25][CH2:24][CH2:23][CH2:22]3)=[CH:17][CH:16]=2)=[CH:11][CH:10]=1.Cl.[NH2:30][CH2:31][CH2:32][CH2:33][C:34]([O:36][C:37]([CH3:40])([CH3:39])[CH3:38])=[O:35].CN(C(ON1N=NC2C=CC=NC1=2)=[N+](C)C)C.F[P-](F)(F)(F)(F)F.Cl. (3) Given the product [ClH:42].[ClH:42].[NH2:7][CH2:8][CH2:9][N:10]1[C:18]2[C:17]([NH:19][C:20]3[CH:21]=[C:22]4[C:26](=[CH:27][CH:28]=3)[N:25]([CH2:29][C:30]3[CH:35]=[CH:34][CH:33]=[C:32]([O:36][C:37]([F:38])([F:40])[F:39])[CH:31]=3)[CH:24]=[CH:23]4)=[N:16][CH:15]=[N:14][C:13]=2[CH:12]=[CH:11]1, predict the reactants needed to synthesize it. The reactants are: C(OC(=O)[NH:7][CH2:8][CH2:9][N:10]1[C:18]2[C:17]([NH:19][C:20]3[CH:21]=[C:22]4[C:26](=[CH:27][CH:28]=3)[N:25]([CH2:29][C:30]3[CH:35]=[CH:34][CH:33]=[C:32]([O:36][C:37]([F:40])([F:39])[F:38])[CH:31]=3)[CH:24]=[CH:23]4)=[N:16][CH:15]=[N:14][C:13]=2[CH:12]=[CH:11]1)(C)(C)C.[ClH:42].CO. (4) Given the product [CH3:8][C:6]1[CH:5]=[CH:4][N:3]=[C:2]([CH2:9][CH2:10][CH2:11][CH2:12][CH3:13])[CH:7]=1, predict the reactants needed to synthesize it. The reactants are: Br[C:2]1[CH:7]=[C:6]([CH3:8])[CH:5]=[CH:4][N:3]=1.[CH2:9]([Mg]Br)[CH2:10][CH2:11][CH2:12][CH3:13]. (5) Given the product [CH3:1][O:2][C:3]1[CH:11]=[C:10]2[C:6]([CH:7]=[CH:8][N:9]2[S:12]([C:15]2[CH:16]=[CH:17][CH:18]=[CH:19][CH:20]=2)(=[O:14])=[O:13])=[C:5]2[CH2:21][NH:22][CH2:23][CH2:24][O:25][C:4]=12, predict the reactants needed to synthesize it. The reactants are: [CH3:1][O:2][C:3]1[CH:11]=[C:10]2[C:6]([CH:7]=[CH:8][N:9]2[S:12]([C:15]2[CH:20]=[CH:19][CH:18]=[CH:17][CH:16]=2)(=[O:14])=[O:13])=[C:5]2[CH2:21][N:22](C)[CH2:23][CH2:24][O:25][C:4]=12.CN(C)C1C2C(=CC=CC=2N(C)C)C=CC=1.ClC(OC(Cl)C)=O.